This data is from NCI-60 drug combinations with 297,098 pairs across 59 cell lines. The task is: Regression. Given two drug SMILES strings and cell line genomic features, predict the synergy score measuring deviation from expected non-interaction effect. (1) Drug 1: CCC1=CC2CC(C3=C(CN(C2)C1)C4=CC=CC=C4N3)(C5=C(C=C6C(=C5)C78CCN9C7C(C=CC9)(C(C(C8N6C)(C(=O)OC)O)OC(=O)C)CC)OC)C(=O)OC.C(C(C(=O)O)O)(C(=O)O)O. Drug 2: CC12CCC3C(C1CCC2OP(=O)(O)O)CCC4=C3C=CC(=C4)OC(=O)N(CCCl)CCCl.[Na+]. Cell line: UACC-257. Synergy scores: CSS=24.3, Synergy_ZIP=-10.3, Synergy_Bliss=-5.32, Synergy_Loewe=-24.9, Synergy_HSA=-3.78. (2) Drug 1: CC1C(C(CC(O1)OC2CC(CC3=C2C(=C4C(=C3O)C(=O)C5=C(C4=O)C(=CC=C5)OC)O)(C(=O)C)O)N)O.Cl. Drug 2: C1C(C(OC1N2C=NC3=C2NC=NCC3O)CO)O. Cell line: OVCAR-5. Synergy scores: CSS=11.4, Synergy_ZIP=-5.18, Synergy_Bliss=-3.36, Synergy_Loewe=-18.5, Synergy_HSA=-4.81. (3) Drug 1: CCN(CC)CCNC(=O)C1=C(NC(=C1C)C=C2C3=C(C=CC(=C3)F)NC2=O)C. Drug 2: B(C(CC(C)C)NC(=O)C(CC1=CC=CC=C1)NC(=O)C2=NC=CN=C2)(O)O. Cell line: HCT-15. Synergy scores: CSS=38.5, Synergy_ZIP=0.532, Synergy_Bliss=-2.44, Synergy_Loewe=-41.1, Synergy_HSA=-3.48. (4) Drug 1: C1CC(C1)(C(=O)O)C(=O)O.[NH2-].[NH2-].[Pt+2]. Drug 2: CN1C(=O)N2C=NC(=C2N=N1)C(=O)N. Cell line: A549. Synergy scores: CSS=10.1, Synergy_ZIP=-7.92, Synergy_Bliss=-2.39, Synergy_Loewe=-19.1, Synergy_HSA=-5.06. (5) Drug 1: CC1=C(C=C(C=C1)C(=O)NC2=CC(=CC(=C2)C(F)(F)F)N3C=C(N=C3)C)NC4=NC=CC(=N4)C5=CN=CC=C5. Drug 2: CC12CCC3C(C1CCC2O)C(CC4=C3C=CC(=C4)O)CCCCCCCCCS(=O)CCCC(C(F)(F)F)(F)F. Cell line: K-562. Synergy scores: CSS=16.2, Synergy_ZIP=-0.846, Synergy_Bliss=-0.571, Synergy_Loewe=8.21, Synergy_HSA=2.67. (6) Drug 1: CC1=C(C(CCC1)(C)C)C=CC(=CC=CC(=CC(=O)O)C)C. Drug 2: CC(C)NC(=O)C1=CC=C(C=C1)CNNC.Cl. Cell line: CCRF-CEM. Synergy scores: CSS=5.71, Synergy_ZIP=0.184, Synergy_Bliss=1.96, Synergy_Loewe=1.88, Synergy_HSA=0.0398.